This data is from Reaction yield outcomes from USPTO patents with 853,638 reactions. The task is: Predict the reaction yield, written as a fraction of the theoretical maximum amount of product (1.0 means a 100% yield; for example, 0.34 means a 34% yield). (1) The reactants are [Cl:1][C:2]1[C:3]2[N:4]([C:8]([C@@H:11]3[CH2:16][N:15]4[C:17](=[O:20])[O:18][CH2:19][C@H:14]4[CH2:13][CH2:12]3)=[N:9][CH:10]=2)[CH:5]=[CH:6][N:7]=1.[Br:21]N1C(=O)CCC1=O. The catalyst is CN(C=O)C. The product is [Br:21][C:10]1[N:9]=[C:8]([C@@H:11]2[CH2:16][N:15]3[C:17](=[O:20])[O:18][CH2:19][C@H:14]3[CH2:13][CH2:12]2)[N:4]2[CH:5]=[CH:6][N:7]=[C:2]([Cl:1])[C:3]=12. The yield is 1.00. (2) The reactants are [CH3:1][C:2]1[N:7]=[C:6]2[S:8][C:9]3[CH2:13][CH2:12][CH2:11][C:10]=3[C:5]2=[C:4]([C:14]2[CH:19]=[CH:18][C:17]([CH3:20])=[CH:16][CH:15]=2)[C:3]=1[CH2:21][C:22]([O:24][CH3:25])=[O:23].[Li+].C[Si]([N-][Si](C)(C)C)(C)C.[CH2:36]1[CH2:40]OC[CH2:37]1.ICCC. The catalyst is CN(C=O)C. The product is [CH3:1][C:2]1[N:7]=[C:6]2[S:8][C:9]3[CH2:13][CH2:12][CH2:11][C:10]=3[C:5]2=[C:4]([C:14]2[CH:19]=[CH:18][C:17]([CH3:20])=[CH:16][CH:15]=2)[C:3]=1[CH:21]([CH2:37][CH2:36][CH3:40])[C:22]([O:24][CH3:25])=[O:23]. The yield is 0.590. (3) The reactants are [Cl:1][C:2]1[CH:22]=[C:21]([Cl:23])[CH:20]=[CH:19][C:3]=1[CH2:4][CH:5]1[CH2:9][CH2:8][N:7]([C:10]2([CH3:17])[CH2:15][CH2:14][CH:13]([OH:16])[CH2:12][CH2:11]2)[C:6]1=[O:18].CCN(CC)CC.[N+:31]([C:34]1[CH:42]=[CH:41][C:37]([C:38](Cl)=[O:39])=[CH:36][CH:35]=1)([O-:33])=[O:32]. The yield is 0.540. The catalyst is C(Cl)Cl. The product is [N+:31]([C:34]1[CH:35]=[CH:36][C:37]([C:38]([O:16][CH:13]2[CH2:14][CH2:15][C:10]([N:7]3[CH2:8][CH2:9][CH:5]([CH2:4][C:3]4[CH:19]=[CH:20][C:21]([Cl:23])=[CH:22][C:2]=4[Cl:1])[C:6]3=[O:18])([CH3:17])[CH2:11][CH2:12]2)=[O:39])=[CH:41][CH:42]=1)([O-:33])=[O:32].